From a dataset of Peptide-MHC class II binding affinity with 134,281 pairs from IEDB. Regression. Given a peptide amino acid sequence and an MHC pseudo amino acid sequence, predict their binding affinity value. This is MHC class II binding data. (1) The peptide sequence is YKRTDIVEVDRDTAR. The MHC is HLA-DQA10501-DQB10303 with pseudo-sequence HLA-DQA10501-DQB10303. The binding affinity (normalized) is 0.288. (2) The peptide sequence is FQEFMIVPSGAPSFT. The MHC is DRB1_1501 with pseudo-sequence DRB1_1501. The binding affinity (normalized) is 0.540. (3) The peptide sequence is DKGPGFVVTGRVYCD. The MHC is HLA-DQA10501-DQB10301 with pseudo-sequence HLA-DQA10501-DQB10301. The binding affinity (normalized) is 0.443. (4) The binding affinity (normalized) is 0.750. The peptide sequence is LVFNSISARALKAYF. The MHC is DRB1_0101 with pseudo-sequence DRB1_0101. (5) The peptide sequence is TEAFSTAWQAACKKP. The MHC is HLA-DPA10103-DPB10401 with pseudo-sequence HLA-DPA10103-DPB10401. The binding affinity (normalized) is 0.309. (6) The peptide sequence is RPAPGGKAYMDVISR. The MHC is HLA-DQA10201-DQB10303 with pseudo-sequence HLA-DQA10201-DQB10303. The binding affinity (normalized) is 0.321. (7) The peptide sequence is YPKYVKQNTLKLAT. The MHC is DRB1_1101 with pseudo-sequence DRB1_1101. The binding affinity (normalized) is 0. (8) The peptide sequence is MNALRRLPVICSFLV. The MHC is DRB1_0101 with pseudo-sequence DRB1_0101. The binding affinity (normalized) is 0.931. (9) The peptide sequence is AFKVAATAANAAPRN. The MHC is DRB1_0802 with pseudo-sequence DRB1_0802. The binding affinity (normalized) is 0.828. (10) The peptide sequence is GFLQIVDKIDAAFKI. The MHC is DRB1_0701 with pseudo-sequence DRB1_0701. The binding affinity (normalized) is 0.782.